Dataset: Catalyst prediction with 721,799 reactions and 888 catalyst types from USPTO. Task: Predict which catalyst facilitates the given reaction. Reactant: [OH-].[Na+].[O:3]1[CH:7]=[CH:6][CH:5]=[C:4]1[C:8]1[CH:17]=[CH:16][C:11]([C:12]([O:14]C)=[O:13])=[C:10]([NH:18][C:19]([C:21]2[CH:22]=[N:23][CH:24]=[C:25]([C:27]3[CH:32]=[CH:31][CH:30]=[CH:29][CH:28]=3)[CH:26]=2)=[O:20])[CH:9]=1. Product: [O:3]1[CH:7]=[CH:6][CH:5]=[C:4]1[C:8]1[CH:17]=[CH:16][C:11]([C:12]([OH:14])=[O:13])=[C:10]([NH:18][C:19]([C:21]2[CH:22]=[N:23][CH:24]=[C:25]([C:27]3[CH:28]=[CH:29][CH:30]=[CH:31][CH:32]=3)[CH:26]=2)=[O:20])[CH:9]=1. The catalyst class is: 12.